The task is: Predict which catalyst facilitates the given reaction.. This data is from Catalyst prediction with 721,799 reactions and 888 catalyst types from USPTO. (1) Reactant: [C:1]1([C@H:11]([NH:13][CH:14]2[CH2:17][CH:16]([C:18]([OH:20])=O)[CH2:15]2)[CH3:12])[C:10]2[C:5](=[CH:6][CH:7]=[CH:8][CH:9]=2)[CH:4]=[CH:3][CH:2]=1.[CH:21]1([NH2:24])[CH2:23][CH2:22]1. Product: [CH:21]1([NH:24][C:18]([CH:16]2[CH2:17][CH:14]([NH:13][C@@H:11]([C:1]3[C:10]4[C:5](=[CH:6][CH:7]=[CH:8][CH:9]=4)[CH:4]=[CH:3][CH:2]=3)[CH3:12])[CH2:15]2)=[O:20])[CH2:23][CH2:22]1. The catalyst class is: 61. (2) Reactant: [C:1]([C:5]1[CH:6]=[C:7]([C:15](=[O:17])[CH3:16])[CH:8]=[C:9]([C:11]([OH:14])([CH3:13])[CH3:12])[CH:10]=1)([CH3:4])([CH3:3])[CH3:2].[Br-:18].[Br-].[Br-].C1([N+](C)(C)C)C=CC=CC=1.C1([N+](C)(C)C)C=CC=CC=1.C1([N+](C)(C)C)C=CC=CC=1.O.C(=O)([O-])O.[Na+]. Product: [Br:18][CH2:16][C:15]([C:7]1[CH:8]=[C:9]([C:11]([OH:14])([CH3:13])[CH3:12])[CH:10]=[C:5]([C:1]([CH3:4])([CH3:2])[CH3:3])[CH:6]=1)=[O:17]. The catalyst class is: 1.